Task: Predict the product of the given reaction.. Dataset: Forward reaction prediction with 1.9M reactions from USPTO patents (1976-2016) Given the reactants [O:1]=[C:2]1[C:10]2([CH2:14][O:13][C:12]3[CH:15]=[C:16]4[C:20](=[CH:21][C:11]2=3)[CH2:19][CH2:18][O:17]4)[C:9]2[C:4](=[CH:5][CH:6]=[CH:7][CH:8]=2)[N:3]1[CH2:22][C:23]1[CH:30]=[CH:29][C:26]([C:27]#[N:28])=[CH:25][CH:24]=1.[NH2:31][OH:32], predict the reaction product. The product is: [OH:32][N:31]=[C:27]([C:26]1[CH:29]=[CH:30][C:23]([CH2:22][N:3]2[C:4]3[C:9](=[CH:8][CH:7]=[CH:6][CH:5]=3)[C:10]3([CH2:14][O:13][C:12]4[CH:15]=[C:16]5[C:20](=[CH:21][C:11]3=4)[CH2:19][CH2:18][O:17]5)[C:2]2=[O:1])=[CH:24][CH:25]=1)[NH2:28].